This data is from Catalyst prediction with 721,799 reactions and 888 catalyst types from USPTO. The task is: Predict which catalyst facilitates the given reaction. (1) Reactant: [C:1](/[CH:5]=[CH:6]/[C:7]1[CH:12]=[C:11]([O:13][CH3:14])[CH:10]=[CH:9][C:8]=1[CH:15]1[C:23]2[C:18](=[CH:19][CH:20]=[C:21]([O:24][CH2:25][CH2:26][CH3:27])[CH:22]=2)[CH:17]([C:28]2[CH:33]=[CH:32][C:31]3[O:34][CH2:35][O:36][C:30]=3[CH:29]=2)[CH:16]1[C:37]([O-:39])=[O:38])([O:3]C)=[O:2].[OH-].[Na+]. Product: [C:1](/[CH:5]=[CH:6]/[C:7]1[CH:12]=[C:11]([O:13][CH3:14])[CH:10]=[CH:9][C:8]=1[CH:15]1[C:23]2[C:18](=[CH:19][CH:20]=[C:21]([O:24][CH2:25][CH2:26][CH3:27])[CH:22]=2)[CH:17]([C:28]2[CH:33]=[CH:32][C:31]3[O:34][CH2:35][O:36][C:30]=3[CH:29]=2)[CH:16]1[C:37]([OH:39])=[O:38])([OH:3])=[O:2]. The catalyst class is: 12. (2) The catalyst class is: 25. Reactant: [C:1]([CH2:4][C:5](=[O:7])[CH3:6])(=[O:3])[CH3:2].[CH:8]([O-])([O-])[O:9][CH2:10][CH3:11].C(OC(=O)C)(=O)C.CCO. Product: [CH2:10]([O:9][CH:8]=[C:4]([C:5](=[O:7])[CH3:6])[C:1](=[O:3])[CH3:2])[CH3:11].